From a dataset of Full USPTO retrosynthesis dataset with 1.9M reactions from patents (1976-2016). Predict the reactants needed to synthesize the given product. (1) Given the product [Cl:29][CH2:30][CH2:31][CH2:32][CH2:33][CH2:34][CH2:35][CH2:36][CH2:37][CH2:38][C@@H:39]1[CH2:56][C:55]2[C@H:50]([CH2:51][CH2:52][C:53](=[O:57])[CH:54]=2)[C@@H:49]2[C@@H:40]1[C@H:41]1[C@@:45]([CH2:47][C@@H:48]2[F:12])([CH3:46])[C:44](=[O:59])[CH2:43][CH2:42]1, predict the reactants needed to synthesize it. The reactants are: N12CCCN=C1CCCCC2.[F:12]C(F)(S(F)(=O)=O)C(F)(F)C(F)(F)C(F)(F)F.[Cl:29][CH2:30][CH2:31][CH2:32][CH2:33][CH2:34][CH2:35][CH2:36][CH2:37][CH2:38][C@@H:39]1[CH2:56][C:55]2[C@H:50]([CH2:51][CH2:52][C:53](=[O:57])[CH:54]=2)[C@@H:49]2[C@@H:40]1[C@H:41]1[C@@:45]([CH2:47][CH:48]2O)([CH3:46])[C:44](=[O:59])[CH2:43][CH2:42]1. (2) Given the product [CH:8]1[CH:7]=[CH:6][C:5]2[S:1][N:2]=[C:3]([N:10]3[CH2:11][CH2:12][N:13]([CH2:16][CH2:17][C:18]4[CH:19]=[C:20]5[CH2:21][C:22](=[O:28])[NH:23][C:24]5=[CH:25][C:26]=4[Cl:27])[CH2:14][CH2:15]3)[C:4]=2[CH:9]=1.[ClH:29], predict the reactants needed to synthesize it. The reactants are: [S:1]1[C:5]2[CH:6]=[CH:7][CH:8]=[CH:9][C:4]=2[C:3]([N:10]2[CH2:15][CH2:14][N:13]([CH2:16][CH2:17][C:18]3[CH:19]=[C:20]4[C:24](=[CH:25][C:26]=3[Cl:27])[NH:23][C:22](=[O:28])[CH2:21]4)[CH2:12][CH2:11]2)=[N:2]1.[Cl:29]CCl.Cl. (3) Given the product [CH3:1][C@H:2]1[CH2:7][CH2:6][N:5]([C:8]([O:10][C:11]([CH3:14])([CH3:13])[CH3:12])=[O:9])[CH2:4][C@H:3]1[C:15](=[S:80])[NH:16][CH2:17][C:18]1[N:19]=[C:20]2[CH:26]=[CH:25][N:24]([S:27]([C:30]3[CH:36]=[CH:35][C:33]([CH3:34])=[CH:32][CH:31]=3)(=[O:29])=[O:28])[C:21]2=[N:22][CH:23]=1, predict the reactants needed to synthesize it. The reactants are: [CH3:1][C@H:2]1[CH2:7][CH2:6][N:5]([C:8]([O:10][C:11]([CH3:14])([CH3:13])[CH3:12])=[O:9])[CH2:4][C@H:3]1[C:15](=O)[NH:16][CH2:17][C:18]1[N:19]=[C:20]2[CH:26]=[CH:25][N:24]([S:27]([C:30]3[CH:36]=[CH:35][C:33]([CH3:34])=[CH:32][CH:31]=3)(=[O:29])=[O:28])[C:21]2=[N:22][CH:23]=1.CN(C(ON1N=NC2C=CC=NC1=2)=[N+](C)C)C.F[P-](F)(F)(F)(F)F.CCN(C(C)C)C(C)C.COC1C=CC(P2(SP(C3C=CC(OC)=CC=3)(=S)S2)=[S:80])=CC=1.